Dataset: Catalyst prediction with 721,799 reactions and 888 catalyst types from USPTO. Task: Predict which catalyst facilitates the given reaction. (1) Reactant: [F:1][C:2]([F:34])([F:33])[C:3]1[CH:4]=[C:5]([CH:13]=[CH:14][C:15]([NH:17][C@H:18]([C:29]([O:31]C)=[O:30])[CH2:19][C:20]2[C:28]3[C:23](=[CH:24][CH:25]=[CH:26][CH:27]=3)[NH:22][CH:21]=2)=[O:16])[CH:6]=[C:7]([C:9]([F:12])([F:11])[F:10])[CH:8]=1.[OH-].[Na+]. Product: [F:11][C:9]([F:10])([F:12])[C:7]1[CH:6]=[C:5]([CH:13]=[CH:14][C:15]([NH:17][C@H:18]([C:29]([OH:31])=[O:30])[CH2:19][C:20]2[C:28]3[C:23](=[CH:24][CH:25]=[CH:26][CH:27]=3)[NH:22][CH:21]=2)=[O:16])[CH:4]=[C:3]([C:2]([F:34])([F:1])[F:33])[CH:8]=1. The catalyst class is: 5. (2) Reactant: [F:1][C:2]1[CH:7]=[CH:6][C:5]([O:8][C:9]2[CH:10]=[N:11][C:12]([N+:15]([O-])=O)=[CH:13][CH:14]=2)=[CH:4][C:3]=1[NH:18][C:19]([NH:21][C:22]1[N:26]([C:27]2[CH:28]=[C:29]3[C:34](=[CH:35][CH:36]=2)[N:33]=[CH:32][CH:31]=[CH:30]3)[N:25]=[C:24]([CH:37]([CH3:39])[CH3:38])[CH:23]=1)=[O:20]. Product: [NH2:15][C:12]1[N:11]=[CH:10][C:9]([O:8][C:5]2[CH:6]=[CH:7][C:2]([F:1])=[C:3]([NH:18][C:19]([NH:21][C:22]3[N:26]([C:27]4[CH:28]=[C:29]5[C:34](=[CH:35][CH:36]=4)[N:33]=[CH:32][CH:31]=[CH:30]5)[N:25]=[C:24]([CH:37]([CH3:38])[CH3:39])[CH:23]=3)=[O:20])[CH:4]=2)=[CH:14][CH:13]=1. The catalyst class is: 284.